From a dataset of Reaction yield outcomes from USPTO patents with 853,638 reactions. Predict the reaction yield, written as a fraction of the theoretical maximum amount of product (1.0 means a 100% yield; for example, 0.34 means a 34% yield). (1) The reactants are F[C:2]1[CH:3]=[CH:4][C:5]([N+:10]([O-:12])=[O:11])=[C:6]([CH:9]=1)[C:7]#[N:8].[F:13][C:14]1[CH:15]=[C:16]([CH2:21][OH:22])[CH:17]=[C:18]([F:20])[CH:19]=1.C(=O)([O-])[O-].[Cs+].[Cs+].O. The catalyst is CN(C=O)C. The product is [F:13][C:14]1[CH:15]=[C:16]([CH:17]=[C:18]([F:20])[CH:19]=1)[CH2:21][O:22][C:2]1[CH:3]=[CH:4][C:5]([N+:10]([O-:12])=[O:11])=[C:6]([CH:9]=1)[C:7]#[N:8]. The yield is 0.920. (2) The reactants are C[O:2][C:3]([CH:5]1[CH2:10][N:9]([S:11]([C:14]2[S:18][C:17]3[CH:19]=[C:20]([Cl:23])[CH:21]=[CH:22][C:16]=3[CH:15]=2)(=[O:13])=[O:12])[CH2:8][C:7](=[O:24])[N:6]1[CH2:25][C:26]1[CH:31]=[CH:30][C:29]([C:32]#[N:33])=[C:28]([NH2:34])[CH:27]=1)=[O:4].C1COCC1.CO. The catalyst is O. The product is [NH2:34][C:28]1[CH:27]=[C:26]([CH:31]=[CH:30][C:29]=1[C:32]#[N:33])[CH2:25][N:6]1[C:7](=[O:24])[CH2:8][N:9]([S:11]([C:14]2[S:18][C:17]3[CH:19]=[C:20]([Cl:23])[CH:21]=[CH:22][C:16]=3[CH:15]=2)(=[O:12])=[O:13])[CH2:10][CH:5]1[C:3]([OH:4])=[O:2]. The yield is 0.340. (3) The reactants are [Br:1][C:2]1[CH:3]=[CH:4][C:5]([F:10])=[C:6]([CH:9]=1)[CH:7]=[O:8].[CH2:11](O)[CH2:12][OH:13].C1(C)C=CC(S(O)(=O)=O)=CC=1. The catalyst is C1(C)C=CC=CC=1. The product is [Br:1][C:2]1[CH:3]=[CH:4][C:5]([F:10])=[C:6]([CH:7]2[O:13][CH2:12][CH2:11][O:8]2)[CH:9]=1. The yield is 0.770. (4) The reactants are [O:1]1[CH:5]=[CH:4][CH:3]=[C:2]1[C:6]1[O:7][C:8]([CH3:36])=[C:9]([CH2:11][O:12][C:13]2[CH:33]=[CH:32][C:16]([CH2:17][O:18][C:19]3[CH:23]=[C:22]([CH:24]=O)[N:21]([C:26]4[CH:31]=[CH:30][CH:29]=[CH:28][CH:27]=4)[N:20]=3)=[CH:15][C:14]=2[O:34][CH3:35])[N:10]=1.[Cl-].[S:38]1[CH:42]=[C:41]([CH2:43][P+](C2C=CC=CC=2)(C2C=CC=CC=2)C2C=CC=CC=2)[N:40]=[CH:39]1.C(=O)([O-])[O-].[K+].[K+].CN(C)C=O. The catalyst is O. The product is [O:1]1[CH:5]=[CH:4][CH:3]=[C:2]1[C:6]1[O:7][C:8]([CH3:36])=[C:9]([CH2:11][O:12][C:13]2[CH:33]=[CH:32][C:16]([CH2:17][O:18][C:19]3[CH:23]=[C:22](/[CH:24]=[CH:43]/[C:41]4[N:40]=[CH:39][S:38][CH:42]=4)[N:21]([C:26]4[CH:31]=[CH:30][CH:29]=[CH:28][CH:27]=4)[N:20]=3)=[CH:15][C:14]=2[O:34][CH3:35])[N:10]=1. The yield is 0.780. (5) The yield is 0.925. The reactants are F.F.F.C(N(CC)CC)C.C(N(CC)CC)C.[Si]([O:35][CH2:36][C@H:37]1[O:41][C@@H:40]([N:42]2[CH:49]=[C:48]([CH3:50])[C:46](=[O:47])[NH:45][C:43]2=[O:44])[C@H:39]([O:51][CH2:52][CH2:53][O:54][N:55]([CH3:57])[CH3:56])[C@@H:38]1[OH:58])(C(C)(C)C)(C1C=CC=CC=1)C1C=CC=CC=1.CO. The catalyst is C1COCC1.C(Cl)Cl. The product is [CH3:56][N:55]([CH3:57])[O:54][CH2:53][CH2:52][O:51][C@@H:39]1[C@H:38]([OH:58])[C@@H:37]([CH2:36][OH:35])[O:41][C@H:40]1[N:42]1[CH:49]=[C:48]([CH3:50])[C:46](=[O:47])[NH:45][C:43]1=[O:44]. (6) The reactants are Br[C:2]1[S:3][C:4]([NH:12][C:13]([O:15][C:16]([CH3:19])([CH3:18])[CH3:17])=[O:14])=[C:5]([C:7]([O:9][CH2:10][CH3:11])=[O:8])[N:6]=1.[F:20][C:21]1[CH:26]=[C:25]([CH:27]2[CH2:32][CH2:31][O:30][CH2:29][CH2:28]2)[CH:24]=[C:23]([F:33])[C:22]=1B1OC(C)(C)C(C)(C)O1. No catalyst specified. The product is [C:16]([O:15][C:13]([NH:12][C:4]1[S:3][C:2]([C:22]2[C:21]([F:20])=[CH:26][C:25]([CH:27]3[CH2:28][CH2:29][O:30][CH2:31][CH2:32]3)=[CH:24][C:23]=2[F:33])=[N:6][C:5]=1[C:7]([O:9][CH2:10][CH3:11])=[O:8])=[O:14])([CH3:19])([CH3:18])[CH3:17]. The yield is 0.840. (7) The reactants are [CH3:1][O:2][C:3]1[CH:12]=[CH:11][C:10]2[C:5](=[CH:6][CH:7]=[CH:8][CH:9]=2)[C:4]=1[C:13]([O:15][CH3:16])=[O:14].C(O)(C)(C)C.[K].[CH2:23](I)[CH2:24][CH:25]([CH3:27])[CH3:26]. The catalyst is N. The product is [CH3:1][O:2][C:3]1[C:4]([CH2:23][CH2:24][CH:25]([CH3:27])[CH3:26])([C:13]([O:15][CH3:16])=[O:14])[C:5]2[C:10]([CH2:11][CH:12]=1)=[CH:9][CH:8]=[CH:7][CH:6]=2. The yield is 0.850. (8) The reactants are [Br:1][C:2]1[CH:3]=[C:4]2[C:13](=[CH:14][C:15]=1[F:16])[CH:12]1[CH2:17][CH:10]([CH2:11]1)[N:9]1[C:5]2=[N:6][C:7]([C:18]([OH:20])=O)=[CH:8]1.C[N:22](C(ON1N=NC2C=CC=CC1=2)=[N+](C)C)C.F[P-](F)(F)(F)(F)F.CCN(C(C)C)C(C)C.N.O. The catalyst is CN(C)C=O.O. The product is [Br:1][C:2]1[CH:3]=[C:4]2[C:13](=[CH:14][C:15]=1[F:16])[CH:12]1[CH2:17][CH:10]([CH2:11]1)[N:9]1[C:5]2=[N:6][C:7]([C:18]([NH2:22])=[O:20])=[CH:8]1. The yield is 0.540. (9) The reactants are OC1NC2C(C=1)=CC=CC=2.COC1NC2C(C=1)=CC=CC=2.C[O:23][C:24]1[CH:25]=[C:26]2[C:30](=[N:31][CH:32]=1)[NH:29][C:28]([CH3:33])=[CH:27]2. No catalyst specified. The product is [OH:23][C:24]1[CH:25]=[C:26]2[C:30](=[N:31][CH:32]=1)[NH:29][C:28]([CH3:33])=[CH:27]2. The yield is 1.00.